From a dataset of Catalyst prediction with 721,799 reactions and 888 catalyst types from USPTO. Predict which catalyst facilitates the given reaction. (1) Reactant: [C:1]1([C:6](Cl)=[O:7])[S:5][CH:4]=[CH:3][CH:2]=1.[NH2:9][C:10]1[N:17]=[C:16]([C:18]2[CH:23]=[CH:22][CH:21]=[CH:20][C:19]=2[O:24][Si:25]([C:28]([CH3:31])([CH3:30])[CH3:29])([CH3:27])[CH3:26])[CH:15]=[C:14]([C:32]2[CH:37]=[CH:36][CH:35]=[C:34]([N+:38]([O-:40])=[O:39])[CH:33]=2)[C:11]=1[C:12]#[N:13]. Product: [Si:25]([O:24][C:19]1[CH:20]=[CH:21][CH:22]=[CH:23][C:18]=1[C:16]1[N:17]=[C:10]([NH:9][C:6]([C:1]2[S:5][CH:4]=[CH:3][CH:2]=2)=[O:7])[C:11]([C:12]#[N:13])=[C:14]([C:32]2[CH:37]=[CH:36][CH:35]=[C:34]([N+:38]([O-:40])=[O:39])[CH:33]=2)[CH:15]=1)([C:28]([CH3:31])([CH3:30])[CH3:29])([CH3:27])[CH3:26]. The catalyst class is: 300. (2) Reactant: [CH:1]1[C:10]2[C:5](=[CH:6][CH:7]=[CH:8][CH:9]=2)[CH:4]=[CH:3][C:2]=1[CH2:11][N:12]1[CH2:19][C@H:18]2[NH:20][CH2:21][C@@H:13]1[CH2:14][CH:15]=[CH:16][CH2:17]2.C(OCC)(=O)C.[O:28]1[CH2:30][CH:29]1[CH2:31][O:32][C:33]1[CH:41]=[CH:40][CH:39]=[C:38]2[C:34]=1[CH:35]=[CH:36][NH:37]2. Product: [NH:37]1[C:38]2[C:34](=[C:33]([O:32][CH2:31][CH:29]([OH:28])[CH2:30][N:20]3[CH2:21][CH:13]4[N:12]([CH2:11][C:2]5[CH:3]=[CH:4][C:5]6[C:10](=[CH:9][CH:8]=[CH:7][CH:6]=6)[CH:1]=5)[CH2:19][CH:18]3[CH2:17][CH:16]=[CH:15][CH2:14]4)[CH:41]=[CH:40][CH:39]=2)[CH:35]=[CH:36]1. The catalyst class is: 8. (3) Reactant: [CH:1]([C:4]1[C:13]2[O:12][CH2:11][C:10](=[O:14])[NH:9][C:8]=2[CH:7]=[CH:6][CH:5]=1)([CH3:3])[CH3:2].[H-].[Na+].Br[CH2:18][C:19]([O:21][CH3:22])=[O:20].Cl. Product: [CH3:22][O:21][C:19](=[O:20])[CH2:18][N:9]1[C:8]2[CH:7]=[CH:6][CH:5]=[C:4]([CH:1]([CH3:3])[CH3:2])[C:13]=2[O:12][CH2:11][C:10]1=[O:14]. The catalyst class is: 35. (4) The catalyst class is: 776. Product: [CH2:3]([O:10][CH2:11][CH2:12][N:13]([C:23]([O:25][C:26]([CH3:29])([CH3:28])[CH3:27])=[O:24])[C@@H:14]([C:19]([CH3:22])([CH3:20])[CH3:21])[C:15]([OH:17])=[O:16])[C:4]1[CH:5]=[CH:6][CH:7]=[CH:8][CH:9]=1. Reactant: [Li+].[OH-].[CH2:3]([O:10][CH2:11][CH2:12][N:13]([C:23]([O:25][C:26]([CH3:29])([CH3:28])[CH3:27])=[O:24])[C@@H:14]([C:19]([CH3:22])([CH3:21])[CH3:20])[C:15]([O:17]C)=[O:16])[C:4]1[CH:9]=[CH:8][CH:7]=[CH:6][CH:5]=1.